Dataset: Full USPTO retrosynthesis dataset with 1.9M reactions from patents (1976-2016). Task: Predict the reactants needed to synthesize the given product. (1) Given the product [C:9]([N:4]([CH2:1][CH:2]=[CH2:3])[CH2:5][C:6]([OH:8])=[O:7])([O:11][C:12]([CH3:15])([CH3:14])[CH3:13])=[O:10], predict the reactants needed to synthesize it. The reactants are: [CH2:1]([NH:4][CH2:5][C:6]([OH:8])=[O:7])[CH:2]=[CH2:3].[C:9](O[C:9]([O:11][C:12]([CH3:15])([CH3:14])[CH3:13])=[O:10])([O:11][C:12]([CH3:15])([CH3:14])[CH3:13])=[O:10].O. (2) The reactants are: [OH-].[K+].[F:3][C:4]([F:19])([F:18])[C:5]([F:17])([C:13]([F:16])([F:15])[F:14])[CH2:6][CH:7](I)[C:8]([F:11])([F:10])[F:9]. Given the product [F:9][C:8]([F:10])([F:11])/[CH:7]=[CH:6]/[C:5]([F:17])([C:4]([F:3])([F:18])[F:19])[C:13]([F:16])([F:15])[F:14], predict the reactants needed to synthesize it. (3) Given the product [CH2:31]([O:38][C:39]([C:13]1[CH:12]=[C:11]([C:9]([O:8][CH2:1][CH:2]=[CH2:7])=[O:10])[N:19]2[C:14]=1[CH:15]=[CH:16][CH:17]=[CH:18]2)=[O:42])[C:32]1[CH:37]=[CH:36][CH:35]=[CH:34][CH:33]=1, predict the reactants needed to synthesize it. The reactants are: [CH2:1]([O:8][C:9]([C:11]1[N:19]2[C:14]([CH:15]=[CH:16][CH:17]=[CH:18]2)=[C:13](N=C=O)[CH:12]=1)=[O:10])[C:2]1[CH:7]=CC=CC=1.C(OC(=O)CBr)C=C.[CH2:31]([O:38][C:39](=[O:42])CC)[C:32]1[CH:37]=[CH:36][CH:35]=[CH:34][CH:33]=1. (4) The reactants are: [Cl:1][C:2]1[CH:3]=[C:4]([CH2:8][C:9](O)=[O:10])[CH:5]=[CH:6][CH:7]=1.[H-].[H-].[H-].[H-].[Li+].[Al+3].[OH-].[Na+]. Given the product [Cl:1][C:2]1[CH:3]=[C:4]([CH2:8][CH2:9][OH:10])[CH:5]=[CH:6][CH:7]=1, predict the reactants needed to synthesize it. (5) Given the product [OH:1][C:2]1[C:7]([CH3:8])=[C:6]([CH:5]=[CH:4][C:3]=1[C:10](=[O:15])[CH2:11][CH:12]([CH3:13])[CH3:14])[O:9][CH2:17][CH2:18][CH2:19][CH2:20][O:21][C:22]1[CH:31]=[C:30]2[C:25]([CH2:26][CH2:27][CH:28]([C:32]([O:34][CH2:35][CH3:36])=[O:33])[O:29]2)=[CH:24][CH:23]=1, predict the reactants needed to synthesize it. The reactants are: [OH:1][C:2]1[C:7]([CH3:8])=[C:6]([OH:9])[CH:5]=[CH:4][C:3]=1[C:10](=[O:15])[CH2:11][CH:12]([CH3:14])[CH3:13].Br[CH2:17][CH2:18][CH2:19][CH2:20][O:21][C:22]1[CH:31]=[C:30]2[C:25]([CH2:26][CH2:27][CH:28]([C:32]([O:34][CH2:35][CH3:36])=[O:33])[O:29]2)=[CH:24][CH:23]=1. (6) Given the product [CH2:1]([O:4][C:5]([N:7]1[CH2:12][CH2:11][N:10]([C:13](=[O:29])[CH:14]([NH2:18])[CH:15]([F:17])[CH3:16])[CH2:9][CH2:8]1)=[O:6])[CH2:2][CH3:3], predict the reactants needed to synthesize it. The reactants are: [CH2:1]([O:4][C:5]([N:7]1[CH2:12][CH2:11][N:10]([C:13](=[O:29])[CH:14]([NH:18]C(OCC2C=CC=CC=2)=O)[CH:15]([F:17])[CH3:16])[CH2:9][CH2:8]1)=[O:6])[CH2:2][CH3:3].